This data is from CYP2C9 inhibition data for predicting drug metabolism from PubChem BioAssay. The task is: Regression/Classification. Given a drug SMILES string, predict its absorption, distribution, metabolism, or excretion properties. Task type varies by dataset: regression for continuous measurements (e.g., permeability, clearance, half-life) or binary classification for categorical outcomes (e.g., BBB penetration, CYP inhibition). Dataset: cyp2c9_veith. (1) The drug is C[C@@H]1CCCN(C[C@@H](O)CN2CCCc3ccccc32)C1. The result is 0 (non-inhibitor). (2) The drug is NC(=NCCC[C@H](N)C(=O)O)NO. The result is 0 (non-inhibitor). (3) The molecule is CCOc1cc(NC(=O)c2ccccc2[N+](=O)[O-])c(OCC)cc1NC(=O)CC(C)C. The result is 0 (non-inhibitor). (4) The drug is CN(C)Cc1ccccc1-c1ccc2ncnc(NC3CC3)c2c1. The result is 0 (non-inhibitor). (5) The molecule is Cc1noc(C)c1C(=O)N1CCC[C@@]2(CCN(Cc3nccs3)C2)C1. The result is 0 (non-inhibitor). (6) The result is 1 (inhibitor). The drug is CC(=O)c1cccc(NC(=O)CCC2CCCC2)c1. (7) The drug is CCN=C(Nc1ccc(Cl)cc1)c1cccnc1. The result is 0 (non-inhibitor). (8) The compound is Cc1cccc(CNc2nc(-c3cccnc3)nc3ccccc23)c1. The result is 0 (non-inhibitor). (9) The compound is O=C(O)c1ccc(C(=O)O)c2c(C(=O)O)ccc(C(=O)O)c12. The result is 0 (non-inhibitor). (10) The drug is C#CCCCO/N=C1/C[C@@H](O)[C@@H](O)[C@@H]2[C@@H]3C(=O)N(Cc4ccc5c(c4)OCO5)C(=O)[C@H]3CC[C@@H]12. The result is 0 (non-inhibitor).